Dataset: Peptide-MHC class I binding affinity with 185,985 pairs from IEDB/IMGT. Task: Regression. Given a peptide amino acid sequence and an MHC pseudo amino acid sequence, predict their binding affinity value. This is MHC class I binding data. (1) The peptide sequence is ETDDYMFFV. The MHC is HLA-B15:01 with pseudo-sequence HLA-B15:01. The binding affinity (normalized) is 0.0847. (2) The peptide sequence is AIQIQMFEA. The MHC is HLA-A02:01 with pseudo-sequence HLA-A02:01. The binding affinity (normalized) is 0.479. (3) The peptide sequence is RAWDPQPAM. The MHC is HLA-A02:12 with pseudo-sequence HLA-A02:12. The binding affinity (normalized) is 0.0847. (4) The peptide sequence is TTDFTRLRY. The MHC is HLA-A29:02 with pseudo-sequence HLA-A29:02. The binding affinity (normalized) is 0.622. (5) The peptide sequence is NVKHTSVSAK. The MHC is HLA-A68:01 with pseudo-sequence HLA-A68:01. The binding affinity (normalized) is 0.425. (6) The peptide sequence is IASSGMLWMA. The MHC is HLA-B58:01 with pseudo-sequence HLA-B58:01. The binding affinity (normalized) is 0.359. (7) The peptide sequence is YVFTLLFQL. The MHC is HLA-A02:06 with pseudo-sequence HLA-A02:06. The binding affinity (normalized) is 1.00. (8) The peptide sequence is IIPFIAYFV. The MHC is HLA-A02:03 with pseudo-sequence HLA-A02:03. The binding affinity (normalized) is 0.604. (9) The peptide sequence is VSEVKTLSSY. The MHC is HLA-A68:01 with pseudo-sequence HLA-A68:01. The binding affinity (normalized) is 0.00376. (10) The peptide sequence is FTDISMSLY. The MHC is HLA-A11:01 with pseudo-sequence HLA-A11:01. The binding affinity (normalized) is 0.276.